From a dataset of Full USPTO retrosynthesis dataset with 1.9M reactions from patents (1976-2016). Predict the reactants needed to synthesize the given product. (1) Given the product [N:8]1([CH:9]2[CH2:35][CH2:34][N:12]([CH2:16][C:17]3[S:18][C:19]4[N:20]=[C:21]([Cl:32])[N:22]=[C:23]([N:26]5[CH2:31][CH2:30][O:29][CH2:28][CH2:27]5)[C:24]=4[N:25]=3)[CH2:11][CH2:10]2)[CH2:15][CH2:14][CH2:13]1, predict the reactants needed to synthesize it. The reactants are: C(OC([N:8]1[CH2:15][CH:14]2[CH:10]([CH2:11][N:12]([CH2:16][C:17]3[S:18][C:19]4[N:20]=[C:21]([Cl:32])[N:22]=[C:23]([N:26]5[CH2:31][CH2:30][O:29][CH2:28][CH2:27]5)[C:24]=4[N:25]=3)[CH2:13]2)[CH2:9]1)=O)(C)(C)C.N1(C2CCNCC2)C[CH2:35][CH2:34]1. (2) Given the product [NH2:1][C:2]1[CH:3]=[CH:4][C:5]([CH:11]2[CH2:13][CH2:12]2)=[C:6]([CH:9]=1)[C:7]#[N:8], predict the reactants needed to synthesize it. The reactants are: [NH2:1][C:2]1[CH:3]=[CH:4][C:5](Br)=[C:6]([CH:9]=1)[C:7]#[N:8].[CH:11]1(B(O)O)[CH2:13][CH2:12]1.C([O-])([O-])=O.[Cs+].[Cs+].C1(P(C2CCCCC2)C2CCCCC2)CCCCC1. (3) Given the product [CH:3]1([N:9]2[C:17]3[C:16](=[O:18])[NH:15][C:14]([C:19]4[CH:24]=[CH:23][C:22](/[CH:25]=[CH:26]/[C:27]([OH:29])=[O:28])=[CH:21][C:20]=4[O:31][CH3:32])=[N:13][C:12]=3[C:11]([CH3:33])=[N:10]2)[CH2:4][CH2:5][CH2:6][CH2:7][CH2:8]1, predict the reactants needed to synthesize it. The reactants are: CO.[CH:3]1([N:9]2[C:17]3[C:16](=[O:18])[NH:15][C:14]([C:19]4[CH:24]=[CH:23][C:22](/[CH:25]=[CH:26]/[C:27]([O:29]C)=[O:28])=[CH:21][C:20]=4[O:31][CH3:32])=[N:13][C:12]=3[C:11]([CH3:33])=[N:10]2)[CH2:8][CH2:7][CH2:6][CH2:5][CH2:4]1.[OH-].[Na+].